This data is from Forward reaction prediction with 1.9M reactions from USPTO patents (1976-2016). The task is: Predict the product of the given reaction. (1) Given the reactants [F:1][C:2]1[C:7]([CH3:8])=[CH:6][CH:5]=[CH:4][C:3]=1[N:9]1[C:13]([OH:14])=[CH:12][C:11]([C:15]([O:17][CH2:18][CH3:19])=[O:16])=[N:10]1.C(N(CC)CC)C.C1C=CC(N([S:34]([C:37]([F:40])([F:39])[F:38])(=[O:36])=[O:35])[S:34]([C:37]([F:40])([F:39])[F:38])(=[O:36])=[O:35])=CC=1.O, predict the reaction product. The product is: [F:1][C:2]1[C:7]([CH3:8])=[CH:6][CH:5]=[CH:4][C:3]=1[N:9]1[C:13]([O:14][S:34]([C:37]([F:40])([F:39])[F:38])(=[O:36])=[O:35])=[CH:12][C:11]([C:15]([O:17][CH2:18][CH3:19])=[O:16])=[N:10]1. (2) Given the reactants [CH2:1]([O:3][C:4]([N:6]1[CH2:15][CH2:14][C:13]2[C:12]3[NH:16][CH:17]=[CH:18][C:11]=3[S:10][C:9]=2[CH2:8][CH2:7]1)=[O:5])[CH3:2].[H-].[Na+].[CH2:21](Br)[CH3:22], predict the reaction product. The product is: [CH2:1]([O:3][C:4]([N:6]1[CH2:15][CH2:14][C:13]2[C:12]3[N:16]([CH2:21][CH3:22])[CH:17]=[CH:18][C:11]=3[S:10][C:9]=2[CH2:8][CH2:7]1)=[O:5])[CH3:2]. (3) Given the reactants [NH2:1][C:2]1[CH:10]=[C:9]2[C:5]([C:6]([CH3:20])([CH3:19])[C:7](=[O:18])[N:8]2[CH2:11][CH2:12][CH2:13][O:14][CH:15]2[CH2:17][CH2:16]2)=[CH:4][CH:3]=1.[F:21][C:22]1[CH:30]=[N:29][CH:28]=[CH:27][C:23]=1[C:24](O)=[O:25], predict the reaction product. The product is: [CH:15]1([O:14][CH2:13][CH2:12][CH2:11][N:8]2[C:9]3[C:5](=[CH:4][CH:3]=[C:2]([NH:1][C:24](=[O:25])[C:23]4[CH:27]=[CH:28][N:29]=[CH:30][C:22]=4[F:21])[CH:10]=3)[C:6]([CH3:20])([CH3:19])[C:7]2=[O:18])[CH2:16][CH2:17]1.